From a dataset of Catalyst prediction with 721,799 reactions and 888 catalyst types from USPTO. Predict which catalyst facilitates the given reaction. (1) Reactant: [Cl:1][C:2]1[CH:7]=[C:6]([NH:8][CH3:9])[CH:5]=[CH:4][C:3]=1[C:10]1[O:11][C:12]2[C:17]([C:18](=[O:20])[CH:19]=1)=[C:16]([OH:21])[CH:15]=[C:14]([OH:22])[C:13]=2[C@@H:23]1[CH2:27][CH2:26][N:25]([CH3:28])[C@H:24]1[CH2:29][OH:30].Cl. Product: [ClH:1].[Cl:1][C:2]1[CH:7]=[C:6]([NH:8][CH3:9])[CH:5]=[CH:4][C:3]=1[C:10]1[O:11][C:12]2[C:17]([C:18](=[O:20])[CH:19]=1)=[C:16]([OH:21])[CH:15]=[C:14]([OH:22])[C:13]=2[C@@H:23]1[CH2:27][CH2:26][N:25]([CH3:28])[C@H:24]1[CH2:29][OH:30]. The catalyst class is: 5. (2) Reactant: [CH3:1][O:2][C:3]1[C:11]2[O:10][C:9]([CH:12]=O)=[CH:8][C:7]=2[CH:6]=[CH:5][CH:4]=1.[BH4-].[Na+].P(Br)(Br)[Br:17]. Product: [Br:17][CH2:12][C:9]1[O:10][C:11]2[C:3]([O:2][CH3:1])=[CH:4][CH:5]=[CH:6][C:7]=2[CH:8]=1. The catalyst class is: 14.